Dataset: Peptide-MHC class II binding affinity with 134,281 pairs from IEDB. Task: Regression. Given a peptide amino acid sequence and an MHC pseudo amino acid sequence, predict their binding affinity value. This is MHC class II binding data. (1) The peptide sequence is AGDGDVVAVDIKEKG. The MHC is HLA-DQA10201-DQB10202 with pseudo-sequence HLA-DQA10201-DQB10202. The binding affinity (normalized) is 0.0346. (2) The peptide sequence is DVALSEQGEFKLLSE. The MHC is DRB1_0404 with pseudo-sequence DRB1_0404. The binding affinity (normalized) is 0.